The task is: Predict the product of the given reaction.. This data is from Forward reaction prediction with 1.9M reactions from USPTO patents (1976-2016). (1) The product is: [ClH:14].[O:13]=[S:12]1[O:11][CH:8]([CH2:7][N:1]2[CH2:6][CH2:5][O:4][CH2:3][CH2:2]2)[CH2:9][O:10]1. Given the reactants [N:1]1([CH2:7][CH:8]([OH:11])[CH2:9][OH:10])[CH2:6][CH2:5][O:4][CH2:3][CH2:2]1.[S:12](Cl)([Cl:14])=[O:13], predict the reaction product. (2) Given the reactants Br[C:2]1[CH:11]=[C:10]2[C:5]([CH:6]=[C:7]([CH3:30])[C:8]([CH:19]([O:25][C:26]([CH3:29])([CH3:28])[CH3:27])[C:20]([O:22]CC)=[O:21])=[C:9]2[C:12]2[CH:17]=[CH:16][C:15]([Cl:18])=[CH:14][CH:13]=2)=[CH:4][CH:3]=1.[F:31][C:32]([F:44])([F:43])[C:33]([C:37]1[CH:42]=[CH:41][CH:40]=[CH:39][CH:38]=1)([OH:36])[C:34]#[CH:35], predict the reaction product. The product is: [C:26]([O:25][C@@H:19]([C:8]1[C:7]([CH3:30])=[CH:6][C:5]2[C:10](=[CH:11][C:2]([C:35]#[C:34][C:33]([OH:36])([C:37]3[CH:42]=[CH:41][CH:40]=[CH:39][CH:38]=3)[C:32]([F:43])([F:44])[F:31])=[CH:3][CH:4]=2)[C:9]=1[C:12]1[CH:17]=[CH:16][C:15]([Cl:18])=[CH:14][CH:13]=1)[C:20]([OH:22])=[O:21])([CH3:29])([CH3:27])[CH3:28]. (3) Given the reactants [CH2:1]([NH2:5])[CH2:2][CH2:3][CH3:4].[Li][CH2:7][CH2:8][CH2:9][CH3:10].[Cl:11][C:12]1[C:13]([C:18]([O:20]CC)=O)=[N:14][NH:15][C:16]=1[CH3:17], predict the reaction product. The product is: [CH2:1]([N:5]([CH2:7][CH2:8][CH2:9][CH3:10])[C:18]([C:13]1[C:12]([Cl:11])=[C:16]([CH3:17])[NH:15][N:14]=1)=[O:20])[CH2:2][CH2:3][CH3:4]. (4) The product is: [Cl:1][CH2:2][C:3]1[S:28][C:7]([C:9]2[C:17]3[C:12](=[C:13]([O:18][CH3:19])[CH:14]=[CH:15][CH:16]=3)[N:11]([CH2:20][CH:21]3[CH2:26][CH2:25][CH2:24][CH2:23][CH2:22]3)[CH:10]=2)=[N:6][N:5]=1. Given the reactants [Cl:1][CH2:2][C:3]([NH:5][NH:6][C:7]([C:9]1[C:17]2[C:12](=[C:13]([O:18][CH3:19])[CH:14]=[CH:15][CH:16]=2)[N:11]([CH2:20][CH:21]2[CH2:26][CH2:25][CH2:24][CH2:23][CH2:22]2)[CH:10]=1)=O)=O.P12(SP3(SP(SP(S3)(S1)=S)(=S)S2)=S)=[S:28], predict the reaction product. (5) Given the reactants [NH2:1][CH2:2][CH2:3][O:4][C:5]1[C:10]([CH3:11])=[CH:9][C:8]([C:12]2[NH:21][C:20](=[O:22])[C:19]3[C:14](=[CH:15][C:16]([O:25][CH3:26])=[CH:17][C:18]=3[O:23][CH3:24])[N:13]=2)=[CH:7][C:6]=1[CH3:27].[CH3:28][O:29][C:30]1[CH:35]=[CH:34][C:33]([S:36](Cl)(=[O:38])=[O:37])=[CH:32][CH:31]=1.C(N(CC)CC)C, predict the reaction product. The product is: [CH3:24][O:23][C:18]1[CH:17]=[C:16]([O:25][CH3:26])[CH:15]=[C:14]2[C:19]=1[C:20](=[O:22])[NH:21][C:12]([C:8]1[CH:9]=[C:10]([CH3:11])[C:5]([O:4][CH2:3][CH2:2][NH:1][S:36]([C:33]3[CH:32]=[CH:31][C:30]([O:29][CH3:28])=[CH:35][CH:34]=3)(=[O:38])=[O:37])=[C:6]([CH3:27])[CH:7]=1)=[N:13]2. (6) Given the reactants [CH3:1][O:2][C:3]([C:5]1[C:6]([OH:23])=[C:7]2[C:12](=[CH:13][N:14]=1)[N:11]([CH2:15][CH:16]1[CH2:20][CH2:19][CH2:18][CH2:17]1)[C:10](=[O:21])[C:9](Br)=[CH:8]2)=[O:4].[C:24]1([Sn](CCCC)(CCCC)CCCC)[CH:29]=[CH:28][CH:27]=[CH:26][CH:25]=1.CCOC(C)=O.Cl, predict the reaction product. The product is: [CH3:1][O:2][C:3]([C:5]1[C:6]([OH:23])=[C:7]2[C:12](=[CH:13][N:14]=1)[N:11]([CH2:15][CH:16]1[CH2:20][CH2:19][CH2:18][CH2:17]1)[C:10](=[O:21])[C:9]([C:24]1[CH:29]=[CH:28][CH:27]=[CH:26][CH:25]=1)=[CH:8]2)=[O:4]. (7) The product is: [CH3:1][C:2]1[CH:9]=[CH:8][CH:7]=[C:6]([CH3:10])[C:3]=1[CH2:4][O:5][C:26]1[CH:27]=[C:28]([C:32]2([C:35]#[N:36])[CH2:33][CH2:34]2)[CH:29]=[CH:30][CH:31]=1. Given the reactants [CH3:1][C:2]1[CH:9]=[CH:8][CH:7]=[C:6]([CH3:10])[C:3]=1[CH2:4][OH:5].N(C(OC(C)C)=O)=NC(OC(C)C)=O.O[C:26]1[CH:27]=[C:28]([C:32]2([C:35]#[N:36])[CH2:34][CH2:33]2)[CH:29]=[CH:30][CH:31]=1.C1(P(C2C=CC=CC=2)C2C=CC=CC=2)C=CC=CC=1, predict the reaction product. (8) The product is: [N+:1]([C:4]1[CH:5]=[C:6]([Cl:13])[C:7]2[S:11][CH:10]=[N:9][C:8]=2[CH:12]=1)([O-:3])=[O:2]. Given the reactants [N+:1]([C:4]1[C:5](N)=[C:6]([Cl:13])[C:7]2[S:11][CH:10]=[N:9][C:8]=2[CH:12]=1)([O-:3])=[O:2].N(OS(=O)(=O)O)=O.O[PH2]=O.CCOC(C)=O, predict the reaction product.